From a dataset of Full USPTO retrosynthesis dataset with 1.9M reactions from patents (1976-2016). Predict the reactants needed to synthesize the given product. (1) Given the product [O:23]1[C:22]2([CH2:21][CH2:20][CH:19]([CH2:18][CH2:17][N:14]3[CH2:13][CH2:12][N:11]([C:7]4[CH:6]=[C:5]([CH:10]=[CH:9][CH:8]=4)[C:4]([OH:29])=[O:3])[CH2:16][CH2:15]3)[CH2:28][CH2:27]2)[O:26][CH2:25][CH2:24]1, predict the reactants needed to synthesize it. The reactants are: C([O:3][C:4](=[O:29])[C:5]1[CH:10]=[CH:9][CH:8]=[C:7]([N:11]2[CH2:16][CH2:15][N:14]([CH2:17][CH2:18][CH:19]3[CH2:28][CH2:27][C:22]4([O:26][CH2:25][CH2:24][O:23]4)[CH2:21][CH2:20]3)[CH2:13][CH2:12]2)[CH:6]=1)C.[OH-].[Na+].Cl. (2) Given the product [C:1]([O:5][C:6]([N:8]1[CH:12]2[CH2:13][CH2:14][CH:9]1[C:10](=[O:19])[CH2:11]2)=[O:7])([CH3:4])([CH3:2])[CH3:3], predict the reactants needed to synthesize it. The reactants are: [C:1]([O:5][C:6]([N:8]1[CH:12]2[CH2:13][CH2:14][CH:9]1[C:10](=[O:19])[CH:11]2C(OC)=O)=[O:7])([CH3:4])([CH3:3])[CH3:2].Cl.CCN(CC)CC.CC(OC(OC(OC(C)(C)C)=O)=O)(C)C.[Cl-].[Na+]. (3) Given the product [CH3:25][C:26]1[C:30]([C:2]2[CH:3]=[CH:4][C:5]([C:8]([C:19]3[CH:20]=[CH:21][CH:22]=[CH:23][CH:24]=3)=[C:9]3[CH2:10][C:11]([CH3:18])([CH3:17])[CH2:12][C:13]([CH3:15])([CH3:16])[CH2:14]3)=[CH:6][CH:7]=2)=[C:29]([CH3:34])[O:28][N:27]=1, predict the reactants needed to synthesize it. The reactants are: Br[C:2]1[CH:7]=[CH:6][C:5]([C:8]([C:19]2[CH:24]=[CH:23][CH:22]=[CH:21][CH:20]=2)=[C:9]2[CH2:14][C:13]([CH3:16])([CH3:15])[CH2:12][C:11]([CH3:18])([CH3:17])[CH2:10]2)=[CH:4][CH:3]=1.[CH3:25][C:26]1[C:30](B(O)O)=[C:29]([CH3:34])[O:28][N:27]=1.C([O-])([O-])=O.[Na+].[Na+].C1COCC1. (4) Given the product [OH:20][CH2:19][C:16]1[S:15][C:14]([C:11]2[N:12]=[CH:13][C:8]([O:7][C@@H:6]3[CH2:5][CH2:4][NH:3][C:2]3=[O:1])=[CH:9][CH:10]=2)=[N:18][CH:17]=1, predict the reactants needed to synthesize it. The reactants are: [O:1]=[C:2]1[C@H:6]([O:7][C:8]2[CH:9]=[CH:10][C:11]([C:14]3[S:15][C:16]([C:19](OC)=[O:20])=[CH:17][N:18]=3)=[N:12][CH:13]=2)[CH2:5][CH2:4][NH:3]1.[Li+].[BH4-]. (5) The reactants are: [Cl:1][C:2]1[CH:23]=[CH:22][C:5]([O:6][CH2:7][C@H:8]([OH:21])[CH2:9][N:10]2[C:14](=[O:15])[C:13]3=[CH:16][CH:17]=[CH:18][CH:19]=[C:12]3[C:11]2=[O:20])=[C:4]([OH:24])[CH:3]=1.C(=O)([O-])[O-].[Na+].[Na+].ClCCCl.[C:35](OC(=O)C)(=[O:37])[CH3:36]. Given the product [Cl:1][C:2]1[CH:23]=[CH:22][C:5]([O:6][CH2:7][C@H:8]([OH:21])[CH2:9][N:10]2[C:11](=[O:20])[C:12]3=[CH:19][CH:18]=[CH:17][CH:16]=[C:13]3[C:14]2=[O:15])=[C:4]([O:24][C:35](=[O:37])[CH3:36])[CH:3]=1, predict the reactants needed to synthesize it. (6) Given the product [F:23][C:20]1[CH:19]=[CH:18][C:17]([C:5]2[C:4]3[C:8](=[CH:9][CH:10]=[C:2]([C:60]#[C:59][C:53]4[CH:58]=[CH:57][CH:56]=[CH:55][CH:54]=4)[CH:3]=3)[NH:7][N:6]=2)=[CH:22][CH:21]=1, predict the reactants needed to synthesize it. The reactants are: Br[C:2]1[CH:3]=[C:4]2[C:8](=[CH:9][CH:10]=1)[N:7](C1CCCCO1)[N:6]=[C:5]2[C:17]1[CH:22]=[CH:21][C:20]([F:23])=[CH:19][CH:18]=1.C(N(CC)CC)C.C1(C)C=CC=CC=1P(C1C=CC=CC=1C)C1C=CC=CC=1C.[C:53]1([C:59]#[CH:60])[CH:58]=[CH:57][CH:56]=[CH:55][CH:54]=1. (7) The reactants are: C1(O[C:8](=[O:44])[NH:9][C:10]2([C:35]3[C:36]([O:41][CH2:42][CH3:43])=[N:37][CH:38]=[CH:39][CH:40]=3)[C:18]3[C:13](=[CH:14][CH:15]=[C:16]([C:19]#[N:20])[CH:17]=3)[N:12]([S:21]([C:24]3[CH:29]=[CH:28][C:27]([O:30][CH3:31])=[CH:26][C:25]=3[O:32][CH3:33])(=[O:23])=[O:22])[C:11]2=[O:34])C=CC=CC=1.[NH:45]1[CH2:50][CH2:49][CH:48]([N:51]2[CH2:56][CH2:55][N:54]([C:57]([O:59][C:60]([CH3:63])([CH3:62])[CH3:61])=[O:58])[CH2:53][CH2:52]2)[CH2:47][CH2:46]1.C(Cl)Cl.CO.C(O)(C(F)(F)F)=O. Given the product [C:19]([C:16]1[CH:17]=[C:18]2[C:13](=[CH:14][CH:15]=1)[N:12]([S:21]([C:24]1[CH:29]=[CH:28][C:27]([O:30][CH3:31])=[CH:26][C:25]=1[O:32][CH3:33])(=[O:23])=[O:22])[C:11](=[O:34])[C:10]2([NH:9][C:8]([N:45]1[CH2:50][CH2:49][CH:48]([N:51]2[CH2:52][CH2:53][N:54]([C:57]([O:59][C:60]([CH3:63])([CH3:62])[CH3:61])=[O:58])[CH2:55][CH2:56]2)[CH2:47][CH2:46]1)=[O:44])[C:35]1[C:36]([O:41][CH2:42][CH3:43])=[N:37][CH:38]=[CH:39][CH:40]=1)#[N:20], predict the reactants needed to synthesize it. (8) Given the product [C:29]1([CH:7]([C:1]2[CH:2]=[CH:3][CH:4]=[CH:5][CH:6]=2)[N:8]2[C:16]3[C:11](=[N:12][CH:13]=[CH:14][CH:15]=3)[C:10]3([C:17]4[C:26](=[CH:25][C:20]5[O:21][CH2:22][CH2:23][O:24][C:19]=5[CH:18]=4)[O:27][CH2:35]3)[C:9]2=[O:28])[CH:30]=[CH:31][CH:32]=[CH:33][CH:34]=1, predict the reactants needed to synthesize it. The reactants are: [C:1]1([CH:7]([C:29]2[CH:34]=[CH:33][CH:32]=[CH:31][CH:30]=2)[N:8]2[C:16]3[C:11](=[N:12][CH:13]=[CH:14][CH:15]=3)[CH:10]([C:17]3[C:26]([OH:27])=[CH:25][C:20]4[O:21][CH2:22][CH2:23][O:24][C:19]=4[CH:18]=3)[C:9]2=[O:28])[CH:6]=[CH:5][CH:4]=[CH:3][CH:2]=1.[C:35]1(C(C2C=CC=CC=2)N2C3=NC=CC=C3C(C3C(O)=CC4OCCOC=4C=3)C2=O)C=CC=CC=1.